From a dataset of Full USPTO retrosynthesis dataset with 1.9M reactions from patents (1976-2016). Predict the reactants needed to synthesize the given product. (1) Given the product [CH2:15]([O:14][C:12](=[O:13])[NH:11][CH:8]1[CH2:7][C:6](=[O:5])[O:18][CH:9]1[O:10][CH2:25][CH:19]1[CH2:24][CH2:23][CH2:22][CH2:21][CH2:20]1)[CH:16]=[CH2:17], predict the reactants needed to synthesize it. The reactants are: C([O:5][C:6](=[O:18])[CH2:7][CH:8]([NH:11][C:12]([O:14][CH2:15][CH:16]=[CH2:17])=[O:13])[CH2:9][OH:10])(C)(C)C.[CH:19]1([CH2:25]O)[CH2:24][CH2:23][CH2:22][CH2:21][CH2:20]1. (2) Given the product [ClH:1].[CH2:2]([O:9][C:10]1[CH:11]=[CH:12][C:13]([C@@H:16]2[CH2:18][C@H:17]2[NH2:19])=[CH:14][CH:15]=1)[C:3]1[CH:4]=[CH:5][CH:6]=[CH:7][CH:8]=1, predict the reactants needed to synthesize it. The reactants are: [ClH:1].[CH2:2]([O:9][C:10]1[CH:15]=[CH:14][C:13]([C@@H:16]2[CH2:18][C@H:17]2[NH:19]C(=O)OC(C)(C)C)=[CH:12][CH:11]=1)[C:3]1[CH:8]=[CH:7][CH:6]=[CH:5][CH:4]=1.